The task is: Predict the product of the given reaction.. This data is from Forward reaction prediction with 1.9M reactions from USPTO patents (1976-2016). (1) The product is: [CH3:6][C:5]1[N:14]([C:15]2[CH:16]=[C:17]([C:21]3[CH:30]=[N:29][CH:28]=[CH:27][C:22]=3[C:23]([O:25][CH3:26])=[O:24])[CH:18]=[CH:19][CH:20]=2)[CH2:2][CH2:3][N:4]=1. Given the reactants Cl[CH2:2][CH2:3][NH:4][C:5](=O)[CH3:6].P(Cl)(Cl)(Cl)(Cl)Cl.[NH2:14][C:15]1[CH:16]=[C:17]([C:21]2[CH:30]=[N:29][CH:28]=[CH:27][C:22]=2[C:23]([O:25][CH3:26])=[O:24])[CH:18]=[CH:19][CH:20]=1.[OH-].[NH4+], predict the reaction product. (2) Given the reactants [OH-].[K+].C([O:5][C:6]([C:8]1[N:9]=[C:10]2[CH:15]=[CH:14][CH:13]=[C:12]([CH3:16])[N:11]2[C:17]=1[C:18]1[CH:23]=[CH:22][CH:21]=[C:20]([C:24]([F:27])([F:26])[F:25])[CH:19]=1)=[O:7])C, predict the reaction product. The product is: [CH3:16][C:12]1[N:11]2[C:17]([C:18]3[CH:23]=[CH:22][CH:21]=[C:20]([C:24]([F:27])([F:25])[F:26])[CH:19]=3)=[C:8]([C:6]([OH:7])=[O:5])[N:9]=[C:10]2[CH:15]=[CH:14][CH:13]=1. (3) Given the reactants [Cl:1][C:2]1[N:7]=[CH:6][C:5]2[N:8]=[C:9]([CH2:17][OH:18])[N:10]([C@@H:11]([CH3:16])[C:12]([F:15])([F:14])[F:13])[C:4]=2[CH:3]=1.[O:19]1[CH:24]=[CH:23][CH2:22][CH2:21][CH2:20]1.C1(C)C=CC(S(O)(=O)=O)=CC=1, predict the reaction product. The product is: [Cl:1][C:2]1[N:7]=[CH:6][C:5]2[N:8]=[C:9]([CH2:17][O:18][CH:20]3[CH2:21][CH2:22][CH2:23][CH2:24][O:19]3)[N:10]([C@@H:11]([CH3:16])[C:12]([F:13])([F:14])[F:15])[C:4]=2[CH:3]=1. (4) Given the reactants [ClH:1].[CH2:2]([N:5]([CH2:15][CH2:16][CH3:17])[C:6]1[CH:7]=[C:8]([CH:12]=[CH:13][N:14]=1)[C:9]([OH:11])=O)[CH2:3][CH3:4].C1C=CC2N(O)N=NC=2C=1.CN(C(ON1N=NC2C=CC=NC1=2)=[N+](C)C)C.F[P-](F)(F)(F)(F)F.[NH2:52][C@@H:53]([CH2:67][C:68]1[CH:73]=[C:72]([F:74])[CH:71]=[C:70]([F:75])[CH:69]=1)[C@H:54]([OH:66])[CH2:55][NH:56][CH2:57][C:58]1[CH:63]=[CH:62][CH:61]=[C:60]([CH2:64][CH3:65])[CH:59]=1, predict the reaction product. The product is: [ClH:1].[F:74][C:72]1[CH:73]=[C:68]([CH:69]=[C:70]([F:75])[CH:71]=1)[CH2:67][C@H:53]([NH:52][C:9](=[O:11])[C:8]1[CH:12]=[CH:13][N:14]=[C:6]([N:5]([CH2:2][CH2:3][CH3:4])[CH2:15][CH2:16][CH3:17])[CH:7]=1)[C@H:54]([OH:66])[CH2:55][NH:56][CH2:57][C:58]1[CH:63]=[CH:62][CH:61]=[C:60]([CH2:64][CH3:65])[CH:59]=1. (5) Given the reactants Br[C:2]1[CH:3]=[C:4]([OH:9])[CH:5]=[N:6][C:7]=1[Cl:8].[CH3:10][C:11]1[C:19]2[C:14](=[CH:15][CH:16]=[C:17](B3OC(C)(C)C(C)(C)O3)[CH:18]=2)[NH:13][N:12]=1.C([O-])([O-])=O.[Na+].[Na+], predict the reaction product. The product is: [Cl:8][C:7]1[N:6]=[CH:5][C:4]([OH:9])=[CH:3][C:2]=1[C:17]1[CH:18]=[C:19]2[C:14](=[CH:15][CH:16]=1)[NH:13][N:12]=[C:11]2[CH3:10]. (6) Given the reactants [C:1]([O:5][C:6](=[O:30])[NH:7][C@H:8]([C:13](=[O:29])[NH:14][C:15]1[CH:20]=[CH:19][C:18]([O:21][CH2:22][C:23]2[CH:28]=[CH:27][CH:26]=[CH:25][CH:24]=2)=[CH:17][CH:16]=1)[CH2:9][CH2:10]SC)([CH3:4])([CH3:3])[CH3:2].CI, predict the reaction product. The product is: [C:1]([O:5][C:6](=[O:30])[NH:7][C@H:8]1[CH2:9][CH2:10][N:14]([C:15]2[CH:20]=[CH:19][C:18]([O:21][CH2:22][C:23]3[CH:28]=[CH:27][CH:26]=[CH:25][CH:24]=3)=[CH:17][CH:16]=2)[C:13]1=[O:29])([CH3:4])([CH3:3])[CH3:2]. (7) Given the reactants F[C:2]1[N:7]=[C:6]([NH:8][C:9]2[S:10][CH:11]=[C:12]([C:14]3[CH:19]=[CH:18][C:17]([C:20]4[CH:25]=[CH:24][CH:23]=[CH:22][CH:21]=4)=[CH:16][CH:15]=3)[N:13]=2)[CH:5]=[CH:4][CH:3]=1.[CH3:26][NH:27][CH3:28].O, predict the reaction product. The product is: [CH3:26][N:27]([CH3:28])[C:2]1[CH:3]=[CH:4][CH:5]=[C:6]([NH:8][C:9]2[S:10][CH:11]=[C:12]([C:14]3[CH:19]=[CH:18][C:17]([C:20]4[CH:25]=[CH:24][CH:23]=[CH:22][CH:21]=4)=[CH:16][CH:15]=3)[N:13]=2)[N:7]=1. (8) Given the reactants [C:1]([OH:9])(=O)[C:2]1[CH:7]=[CH:6][N:5]=[CH:4][CH:3]=1.CN1CCOCC1.ClC(OCC(C)C)=O.[NH2:25][C:26]1[CH:27]=[C:28]([C:32]2[N:37]3[N:38]=[CH:39][C:40]([C:41]([C:43]4[S:44][CH:45]=[CH:46][CH:47]=4)=[O:42])=[C:36]3[N:35]=[CH:34][CH:33]=2)[CH:29]=[CH:30][CH:31]=1.C(N(CC)CC)C, predict the reaction product. The product is: [S:44]1[CH:45]=[CH:46][CH:47]=[C:43]1[C:41]([C:40]1[CH:39]=[N:38][N:37]2[C:32]([C:28]3[CH:27]=[C:26]([NH:25][C:1](=[O:9])[C:2]4[CH:3]=[CH:4][N:5]=[CH:6][CH:7]=4)[CH:31]=[CH:30][CH:29]=3)=[CH:33][CH:34]=[N:35][C:36]=12)=[O:42].